This data is from Peptide-MHC class II binding affinity with 134,281 pairs from IEDB. The task is: Regression. Given a peptide amino acid sequence and an MHC pseudo amino acid sequence, predict their binding affinity value. This is MHC class II binding data. (1) The binding affinity (normalized) is 0.195. The peptide sequence is YTDVFSLDPTFTIETT. The MHC is DRB5_0101 with pseudo-sequence DRB5_0101. (2) The peptide sequence is RTGQIFKQTYSKFDT. The MHC is DRB1_0901 with pseudo-sequence DRB1_0901. The binding affinity (normalized) is 0.164.